Task: Predict the reactants needed to synthesize the given product.. Dataset: Full USPTO retrosynthesis dataset with 1.9M reactions from patents (1976-2016) (1) Given the product [F:1][C:2]1[CH:7]=[CH:6][C:5]([N:8]2[C:16]3[CH:15]=[C:14]([CH3:17])[C@:13]([CH2:19][CH2:20][C:21]([NH:23][C:24]4[S:25][CH:26]=[CH:30][N:28]=4)=[O:22])([CH3:18])[CH2:12][C:11]=3[CH:10]=[N:9]2)=[CH:4][CH:3]=1, predict the reactants needed to synthesize it. The reactants are: [F:1][C:2]1[CH:7]=[CH:6][C:5]([N:8]2[C:16]3[CH:15]=[C:14]([CH3:17])[C@:13]([CH2:19][CH2:20][C:21]([NH:23][C:24]4[S:25][CH:26]=N[N:28]=4)=[O:22])([CH3:18])[CH2:12][C:11]=3[CH:10]=[N:9]2)=[CH:4][CH:3]=1.N[C:30]1SC=NN=1.NC1SC=CN=1. (2) Given the product [Cl:31][C:26]1[CH:27]=[CH:28][CH:29]=[CH:30][C:25]=1[C:6]1[CH:5]=[CH:4][C:3]([C:17]2[N:18]=[CH:19][C:20]([NH2:23])=[N:21][CH:22]=2)=[C:2]([F:1])[CH:7]=1, predict the reactants needed to synthesize it. The reactants are: [F:1][C:2]1[CH:7]=[C:6](B2OC(C)(C)C(C)(C)O2)[CH:5]=[CH:4][C:3]=1[C:17]1[N:18]=[CH:19][C:20]([NH2:23])=[N:21][CH:22]=1.Br[C:25]1[CH:30]=[CH:29][CH:28]=[CH:27][C:26]=1[Cl:31]. (3) Given the product [O:5]1[CH2:6][CH:7]([N:13]2[CH2:14][CH2:15][CH:16]([C:19]3[CH:23]=[C:22]([NH:24][C:25]4[N:26]=[CH:27][C:28]5[S:33][C:32]([C:34]([NH2:36])=[O:35])=[C:31]([C:37]6[CH:42]=[CH:41][CH:40]=[CH:39][C:38]=6[O:43][C:44]([F:45])([F:46])[F:47])[C:29]=5[N:30]=4)[N:21]([CH:48]([CH3:50])[CH3:49])[N:20]=3)[CH2:17][CH2:18]2)[CH2:8]1, predict the reactants needed to synthesize it. The reactants are: C(O)(=O)C.[O:5]1[CH2:8][C:7](=O)[CH2:6]1.C([BH3-])#N.[NH:13]1[CH2:18][CH2:17][CH:16]([C:19]2[CH:23]=[C:22]([NH:24][C:25]3[N:26]=[CH:27][C:28]4[S:33][C:32]([C:34]([NH2:36])=[O:35])=[C:31]([C:37]5[CH:42]=[CH:41][CH:40]=[CH:39][C:38]=5[O:43][C:44]([F:47])([F:46])[F:45])[C:29]=4[N:30]=3)[N:21]([CH:48]([CH3:50])[CH3:49])[N:20]=2)[CH2:15][CH2:14]1. (4) Given the product [C:28]([C:25]1[CH:26]=[CH:27][C:22]([C:19]2[N:20]=[CH:21][C:16]([CH:10]([S:7]([C:1]3[CH:2]=[CH:3][CH:4]=[CH:5][CH:6]=3)(=[O:8])=[O:9])[C:11]#[N:12])=[CH:17][C:18]=2[CH3:32])=[CH:23][CH:24]=1)([CH3:31])([CH3:30])[CH3:29], predict the reactants needed to synthesize it. The reactants are: [C:1]1([S:7]([CH2:10][C:11]#[N:12])(=[O:9])=[O:8])[CH:6]=[CH:5][CH:4]=[CH:3][CH:2]=1.[H-].[Na+].Br[C:16]1[CH:17]=[C:18]([CH3:32])[C:19]([C:22]2[CH:27]=[CH:26][C:25]([C:28]([CH3:31])([CH3:30])[CH3:29])=[CH:24][CH:23]=2)=[N:20][CH:21]=1.[Cl-].[NH4+]. (5) Given the product [N:1]([C@@H:4]1[C:9](=[O:10])[O:8][C@H:7]([C@@H:11]([OH:12])[CH2:15][OH:14])[C@@H:6]2[O:18][C:19]([CH3:22])([CH3:21])[O:20][C@H:5]12)=[N+:2]=[N-:3], predict the reactants needed to synthesize it. The reactants are: [N:1]([C@@H:4]1[C:9](=[O:10])[O:8][C@H:7]([C@@H:11]2[CH2:15][O:14]C(C)(C)[O:12]2)[C@@H:6]2[O:18][C:19]([CH3:22])([CH3:21])[O:20][C@H:5]12)=[N+:2]=[N-:3]. (6) Given the product [CH2:9]([O:8][C:6]1[CH:7]=[C:2]([N:23]2[CH2:24][C@H:25]([CH3:27])[CH2:26][C@H:21]([CH3:20])[CH2:22]2)[N:3]=[CH:4][N:5]=1)[C:10]#[C:11][CH3:12], predict the reactants needed to synthesize it. The reactants are: Cl[C:2]1[CH:7]=[C:6]([O:8][CH2:9][C:10]#[C:11][CH3:12])[N:5]=[CH:4][N:3]=1.C(=O)([O-])[O-].[K+].[K+].Cl.[CH3:20][C@H:21]1[CH2:26][C@@H:25]([CH3:27])[CH2:24][NH:23][CH2:22]1.[Cl-].[NH4+]. (7) Given the product [Br:1][C:2]1[C:7]([F:8])=[C:6]([O:9][CH2:11][CH3:12])[CH:5]=[CH:4][N:3]=1, predict the reactants needed to synthesize it. The reactants are: [Br:1][C:2]1[C:7]([F:8])=[C:6]([OH:9])[CH:5]=[CH:4][N:3]=1.I[CH2:11][CH3:12].C(=O)([O-])[O-].[K+].[K+]. (8) Given the product [OH:1][C:2]1[C:7]([C:8]([OH:10])=[O:9])=[CH:6][N:5]=[CH:4][N:3]=1, predict the reactants needed to synthesize it. The reactants are: [OH:1][C:2]1[C:7]([C:8]([O:10]CC)=[O:9])=[CH:6][N:5]=[CH:4][N:3]=1.O[Li].O. (9) Given the product [F:12][C:3]1[C:4]([C:8]([OH:10])=[O:9])=[N:5][CH:6]=[CH:7][C:2]=1[S:14][C:17]1[S:21][C:20]([NH:22][C:23]2[CH:28]=[CH:27][CH:26]=[CH:25][N:24]=2)=[N:19][CH:18]=1, predict the reactants needed to synthesize it. The reactants are: Cl[C:2]1[CH:7]=[CH:6][N:5]=[C:4]([C:8]([O:10]C)=[O:9])[C:3]=1[F:12].O.[SH2:14].[Na].Br[C:17]1[S:21][C:20]([NH:22][C:23]2[CH:28]=[CH:27][CH:26]=[CH:25][N:24]=2)=[N:19][CH:18]=1.C[O-].[Na+].Cl.